Dataset: Forward reaction prediction with 1.9M reactions from USPTO patents (1976-2016). Task: Predict the product of the given reaction. (1) Given the reactants [Cl:1][C:2]1[CH:7]=[CH:6][CH:5]=[C:4]([Cl:8])[C:3]=1[NH:9][C:10](=S)[NH:11][C:12]1[C:13]([NH:24][CH3:25])=[CH:14][C:15]([F:23])=[C:16]([CH:22]=1)[C:17]([O:19][CH2:20][CH3:21])=[O:18].CC(C)N=C=NC(C)C, predict the reaction product. The product is: [Cl:1][C:2]1[CH:7]=[CH:6][CH:5]=[C:4]([Cl:8])[C:3]=1[NH:9][C:10]1[N:24]([CH3:25])[C:13]2[CH:14]=[C:15]([F:23])[C:16]([C:17]([O:19][CH2:20][CH3:21])=[O:18])=[CH:22][C:12]=2[N:11]=1. (2) Given the reactants [F:1][C:2]1[CH:3]=[C:4]([CH:20]=[CH:21][C:22]=1[NH:23][C:24]([NH:26][C:27]1[CH:32]=[C:31]([CH3:33])[CH:30]=[CH:29][C:28]=1[F:34])=[O:25])[O:5][C:6]1[CH:11]=[CH:10][N:9]=[C:8]([C:12]2[NH:16][CH:15]=[C:14]([C:17](O)=[O:18])[CH:13]=2)[CH:7]=1.CN(C(ON1N=NC2C=CC=NC1=2)=[N+](C)C)C.F[P-](F)(F)(F)(F)F.C(N(CC)C(C)C)(C)C.[CH2:68]([O:70][CH:71]([O:74][CH2:75][CH3:76])[CH2:72][NH2:73])[CH3:69], predict the reaction product. The product is: [CH2:68]([O:70][CH:71]([O:74][CH2:75][CH3:76])[CH2:72][NH:73][C:17]([C:14]1[CH:13]=[C:12]([C:8]2[CH:7]=[C:6]([O:5][C:4]3[CH:20]=[CH:21][C:22]([NH:23][C:24]([NH:26][C:27]4[CH:32]=[C:31]([CH3:33])[CH:30]=[CH:29][C:28]=4[F:34])=[O:25])=[C:2]([F:1])[CH:3]=3)[CH:11]=[CH:10][N:9]=2)[NH:16][CH:15]=1)=[O:18])[CH3:69].